This data is from Reaction yield outcomes from USPTO patents with 853,638 reactions. The task is: Predict the reaction yield, written as a fraction of the theoretical maximum amount of product (1.0 means a 100% yield; for example, 0.34 means a 34% yield). (1) The yield is 0.810. The reactants are [Br-].OC[C:4]1[CH:12]=[CH:11][C:7]([C:8](O)=O)=[CH:6][CH:5]=1.[C:13](=[O:16])([O-])[O-:14].[Cs+].[Cs+].CN([CH:22]=[O:23])C. The product is [CH2:8]([O:14][C:13](=[O:16])[C:4]1[CH:12]=[CH:11][C:7]([CH2:22][OH:23])=[CH:6][CH:5]=1)[C:7]1[CH:6]=[CH:5][CH:4]=[CH:12][CH:11]=1. The catalyst is C(OCC)(=O)C.O.CO. (2) The reactants are Cl.[NH2:2][C:3]1[C:4]([OH:19])=[C:5]([C:10]2[CH:15]=[CH:14][CH:13]=[C:12]([C:16]([OH:18])=[O:17])[CH:11]=2)[CH:6]=[C:7]([CH3:9])[CH:8]=1.[N:20]([O-])=O.[Na+].[CH3:24][C:25]1[CH2:26][C:27](=[O:40])[N:28]([C:30]2[CH:39]=[CH:38][C:37]3[CH2:36][CH2:35][CH2:34][CH2:33][C:32]=3[CH:31]=2)[N:29]=1.C(=O)(O)[O-].[Na+]. The catalyst is Cl.C(O)C. The product is [OH:19][C:4]1[C:3]([NH:2][N:20]=[C:26]2[C:27](=[O:40])[N:28]([C:30]3[CH:39]=[CH:38][C:37]4[CH2:36][CH2:35][CH2:34][CH2:33][C:32]=4[CH:31]=3)[N:29]=[C:25]2[CH3:24])=[CH:8][C:7]([CH3:9])=[CH:6][C:5]=1[C:10]1[CH:15]=[CH:14][CH:13]=[C:12]([C:16]([OH:18])=[O:17])[CH:11]=1. The yield is 0.402. (3) The reactants are [CH2:1]([O:3][C:4]([C:6]1[CH:7]=[C:8]2[C:13](=[CH:14][CH:15]=1)[NH:12][CH:11]([C:16]1[CH:21]=[CH:20][CH:19]=[C:18]([C:22](OC)=[O:23])[CH:17]=1)[C:10]([CH3:27])([CH3:26])[CH2:9]2)=[O:5])[CH3:2].Cl. The catalyst is O1CCCC1.[OH-].[Li+].O.C(OCC)(=O)C. The product is [CH2:1]([O:3][C:4]([C:6]1[CH:7]=[C:8]2[C:13](=[CH:14][CH:15]=1)[NH:12][CH:11]([C:16]1[CH2:17][C:18](=[C:22]=[O:23])[CH:19]=[CH:20][CH:21]=1)[C:10]([CH3:26])([CH3:27])[CH2:9]2)=[O:5])[CH3:2]. The yield is 0.980. (4) The reactants are [CH:1]([O:4][C:5](=[O:15])[C@H:6]([CH2:8][C:9]([O:11][CH:12]([CH3:14])[CH3:13])=[O:10])[OH:7])([CH3:3])[CH3:2].C[Si]([N-][Si](C)(C)C)(C)C.[Li+].[CH2:26](Br)[C:27]1[CH:32]=[CH:31][CH:30]=[CH:29][CH:28]=1.[NH4+].[Cl-]. The catalyst is C1COCC1.O. The product is [CH2:26]([C@H:8]([C@H:6]([OH:7])[C:5]([O:4][CH:1]([CH3:2])[CH3:3])=[O:15])[C:9]([O:11][CH:12]([CH3:14])[CH3:13])=[O:10])[C:27]1[CH:32]=[CH:31][CH:30]=[CH:29][CH:28]=1. The yield is 0.420. (5) The reactants are [NH2:1][C:2]1[CH:7]=[CH:6][C:5]([C:8]2[N:9]([CH:24]3[CH2:26][CH2:25]3)[C:10]3[C:15]([C:16]=2[C:17]#[N:18])=[CH:14][CH:13]=[C:12]([O:19][CH2:20][CH2:21][O:22][CH3:23])[CH:11]=3)=[CH:4][CH:3]=1.C1C([N+]([O-])=O)=CC=C([Cl-][C:37]([O-])=[O:38])C=1.[CH:40]1([CH:43]([OH:45])[CH3:44])[CH2:42][CH2:41]1. The catalyst is N1C=CC=CC=1.O.C(Cl)Cl. The product is [CH:40]1([CH:43]([O:45][C:37](=[O:38])[NH:1][C:2]2[CH:7]=[CH:6][C:5]([C:8]3[N:9]([CH:24]4[CH2:26][CH2:25]4)[C:10]4[C:15]([C:16]=3[C:17]#[N:18])=[CH:14][CH:13]=[C:12]([O:19][CH2:20][CH2:21][O:22][CH3:23])[CH:11]=4)=[CH:4][CH:3]=2)[CH3:44])[CH2:42][CH2:41]1. The yield is 0.480. (6) The reactants are [Cl:1][C:2]1[N:3]=[CH:4][NH:5][C:6]=1[Cl:7].[OH-].[K+].I[CH:11]([CH3:13])[CH3:12].[K+].[Br-].[Br:16]C[C:18]1[CH:27]=[CH:26][C:25]2[C:20](=[CH:21][CH:22]=[CH:23][CH:24]=2)[CH:19]=1.[C:28](#N)C. No catalyst specified. The product is [Br-:16].[CH2:11]([C:13]1[C:22]([CH3:23])=[CH:21][C:20]2[C:25](=[CH:26][CH:27]=[CH:18][CH:19]=2)[C:24]=1[N+:3]1[C:2]([Cl:1])=[C:6]([Cl:7])[NH:5][CH:4]=1)[CH2:12][CH3:28]. The yield is 0.360. (7) The reactants are O=[C:2]1[NH:11][C:10]2[C:5](=[CH:6][CH:7]=[C:8]([C:12]#[N:13])[CH:9]=2)[N:4]=[CH:3]1.P(Cl)(Cl)([Cl:16])=O. No catalyst specified. The product is [Cl:16][C:2]1[CH:3]=[N:4][C:5]2[C:10]([N:11]=1)=[CH:9][C:8]([C:12]#[N:13])=[CH:7][CH:6]=2. The yield is 0.790.